This data is from Catalyst prediction with 721,799 reactions and 888 catalyst types from USPTO. The task is: Predict which catalyst facilitates the given reaction. Reactant: [I-].[CH3:2][S+](C)(C)=O.[H-].[Na+].[CH2:9]([O:11][C:12]([C:14]1[N:15]=[CH:16][N:17]([CH:25]2[C:30](=[O:31])[CH2:29][CH2:28][N:27]([C:32]([O:34][CH2:35][C:36]3[CH:41]=[CH:40][CH:39]=[CH:38][CH:37]=3)=[O:33])[CH2:26]2)[C:18]=1[C:19]1[CH:24]=[CH:23][CH:22]=[CH:21][CH:20]=1)=[O:13])[CH3:10].[Cl-].[NH4+]. Product: [CH2:9]([O:11][C:12]([C:14]1[N:15]=[CH:16][N:17]([CH:25]2[CH2:26][N:27]([C:32]([O:34][CH2:35][C:36]3[CH:41]=[CH:40][CH:39]=[CH:38][CH:37]=3)=[O:33])[CH2:28][CH2:29][C:30]32[O:31][CH2:2]3)[C:18]=1[C:19]1[CH:20]=[CH:21][CH:22]=[CH:23][CH:24]=1)=[O:13])[CH3:10]. The catalyst class is: 16.